Dataset: Full USPTO retrosynthesis dataset with 1.9M reactions from patents (1976-2016). Task: Predict the reactants needed to synthesize the given product. Given the product [F:23][C:24]1[CH:32]=[CH:31][CH:30]=[C:29]([F:33])[C:25]=1[C:26]([NH:20][C:17]1[CH:16]=[N:15][C:14]([N:7]2[C:6]3[CH:21]=[CH:22][C:3]([O:2][CH3:1])=[CH:4][C:5]=3[N:9]=[C:8]2[C:10]([F:12])([F:13])[F:11])=[CH:19][N:18]=1)=[O:27], predict the reactants needed to synthesize it. The reactants are: [CH3:1][O:2][C:3]1[CH:22]=[CH:21][C:6]2[N:7]([C:14]3[N:15]=[CH:16][C:17]([NH2:20])=[N:18][CH:19]=3)[C:8]([C:10]([F:13])([F:12])[F:11])=[N:9][C:5]=2[CH:4]=1.[F:23][C:24]1[CH:32]=[CH:31][CH:30]=[C:29]([F:33])[C:25]=1[C:26](O)=[O:27].C(N=C=NCCCN(C)C)C.CCOC(C)=O.